From a dataset of Forward reaction prediction with 1.9M reactions from USPTO patents (1976-2016). Predict the product of the given reaction. (1) Given the reactants [F:1][C:2]1[CH:7]=[CH:6][C:5]([S:8][C:9]2[S:13][C:12]([C:14]3[CH:19]=[CH:18][N:17]=[C:16]([NH:20][CH2:21][CH2:22][N:23]4[C:27]([CH3:29])([CH3:28])[C:26](=[O:30])[NH:25][C:24]4=[O:31])[N:15]=3)=[C:11]([C:32]3[CH:37]=[CH:36][CH:35]=[CH:34][CH:33]=3)[CH:10]=2)=[CH:4][CH:3]=1.[OH:38]OS([O-])=O.[K+].[OH2:44], predict the reaction product. The product is: [F:1][C:2]1[CH:3]=[CH:4][C:5]([S:8]([C:9]2[S:13][C:12]([C:14]3[CH:19]=[CH:18][N:17]=[C:16]([NH:20][CH2:21][CH2:22][N:23]4[C:27]([CH3:29])([CH3:28])[C:26](=[O:30])[NH:25][C:24]4=[O:31])[N:15]=3)=[C:11]([C:32]3[CH:33]=[CH:34][CH:35]=[CH:36][CH:37]=3)[CH:10]=2)(=[O:38])=[O:44])=[CH:6][CH:7]=1. (2) Given the reactants [C:1]([O:5][C:6](=[O:33])[NH:7][C@:8]([CH3:32])([C:11]1[CH:20]=[CH:19][C:18]2[C:13](=[CH:14][CH:15]=[C:16]([O:21][C@H:22]3[CH2:27][CH2:26][C@H:25]([C:28]([F:31])([F:30])[F:29])[CH2:24][CH2:23]3)[CH:17]=2)[CH:12]=1)[CH2:9][OH:10])([CH3:4])([CH3:3])[CH3:2].N[C@@](C1C=CC2C(=CC=C(O[C@H]3CC[C@H]([C:49]([F:52])([F:51])[F:50])CC3)C=2[C:49]([F:52])([F:51])[F:50])C=1)(C)CO, predict the reaction product. The product is: [C:1]([O:5][C:6](=[O:33])[NH:7][C@:8]([CH3:32])([C:11]1[CH:20]=[CH:19][C:18]2[C:13](=[CH:14][CH:15]=[C:16]([O:21][C@H:22]3[CH2:23][CH2:24][C@H:25]([C:28]([F:30])([F:31])[F:29])[CH2:26][CH2:27]3)[C:17]=2[C:49]([F:52])([F:51])[F:50])[CH:12]=1)[CH2:9][OH:10])([CH3:4])([CH3:2])[CH3:3]. (3) Given the reactants [In].[CH2:2](I)[CH:3]=[CH2:4].I[C:7]1[CH:8]=[CH:9][C:10]([S:18]([C:21]2[CH:26]=[CH:25][C:24]([CH2:27][C@H:28]([NH:30][C:31](=[O:36])[C:32]([F:35])([F:34])[F:33])[CH3:29])=[CH:23][CH:22]=2)(=[O:20])=[O:19])=[C:11]([CH:17]=1)[C:12]([O:14][CH2:15][CH3:16])=[O:13].C1(P(C2C=CC=CC=2)C2C=CC=CC=2)C=CC=CC=1.[Cl-].[Li+].C(=O)(O)[O-].[Na+], predict the reaction product. The product is: [CH2:4]([C:7]1[CH:8]=[CH:9][C:10]([S:18]([C:21]2[CH:26]=[CH:25][C:24]([CH2:27][C@H:28]([NH:30][C:31](=[O:36])[C:32]([F:35])([F:34])[F:33])[CH3:29])=[CH:23][CH:22]=2)(=[O:19])=[O:20])=[C:11]([CH:17]=1)[C:12]([O:14][CH2:15][CH3:16])=[O:13])[CH:3]=[CH2:2]. (4) Given the reactants Br[C@H:2]1[C:7](=[O:8])[C@@H](O[Si](C(C)(C)C)(C)C)[C@@H]2O[C:18](=O)[C@@:3]1(O[Si](C(C)(C)C)(C)C)[CH2:4]2.CC(=C)C[Sn](CCCC)(CCCC)CCCC.[CH3:53][C:52](N=N[C:52]([C:55]#N)([CH3:54])[CH3:53])([C:55]#N)[CH3:54], predict the reaction product. The product is: [CH3:53][C:52](=[CH2:54])[CH2:55][C:7]([CH2:2][C:3]([CH3:18])=[CH2:4])=[O:8]. (5) Given the reactants Cl.[NH2:2][C@H:3]1[CH2:8][CH2:7][C@H:6]([NH:9][C:10]([C:12]2[C:16]3=[N:17][CH:18]=[CH:19][C:20]([C:21]4[CH:26]=[C:25]([O:27][CH3:28])[CH:24]=[CH:23][C:22]=4[O:29][CH2:30][CH:31]4[CH2:33][CH2:32]4)=[C:15]3[NH:14][C:13]=2[CH3:34])=[O:11])[CH2:5][CH2:4]1.[C:35](Cl)(=[O:37])[CH3:36], predict the reaction product. The product is: [C:35]([NH:2][C@H:3]1[CH2:8][CH2:7][C@H:6]([NH:9][C:10]([C:12]2[C:16]3=[N:17][CH:18]=[CH:19][C:20]([C:21]4[CH:26]=[C:25]([O:27][CH3:28])[CH:24]=[CH:23][C:22]=4[O:29][CH2:30][CH:31]4[CH2:32][CH2:33]4)=[C:15]3[NH:14][C:13]=2[CH3:34])=[O:11])[CH2:5][CH2:4]1)(=[O:37])[CH3:36]. (6) Given the reactants [ClH:1].Cl[CH2:3][C:4](=N)OCC.[CH2:9]([NH:11][C:12]1[CH:13]=[N:14][C:15]([C:19]([F:22])([F:21])[F:20])=[CH:16][C:17]=1[NH2:18])[CH3:10], predict the reaction product. The product is: [Cl:1][CH2:10][C:9]1[N:18]([CH2:3][CH3:4])[C:17]2[CH:16]=[C:15]([C:19]([F:22])([F:20])[F:21])[N:14]=[CH:13][C:12]=2[N:11]=1. (7) Given the reactants [CH3:1][O:2][C:3](=[O:10])[CH2:4][C:5]1([CH2:8][OH:9])[CH2:7][CH2:6]1.[CH3:11][S:12](Cl)(=[O:14])=[O:13].C(N(CC)CC)C.Cl, predict the reaction product. The product is: [CH3:1][O:2][C:3](=[O:10])[CH2:4][C:5]1([CH2:8][O:9][S:12]([CH3:11])(=[O:14])=[O:13])[CH2:7][CH2:6]1.